This data is from Retrosynthesis with 50K atom-mapped reactions and 10 reaction types from USPTO. The task is: Predict the reactants needed to synthesize the given product. Given the product CCC(CC)Nc1c(C#N)ncc(Cl)c1I, predict the reactants needed to synthesize it. The reactants are: CCC(N)CC.N#Cc1ncc(Cl)c(I)c1F.